The task is: Predict which catalyst facilitates the given reaction.. This data is from Catalyst prediction with 721,799 reactions and 888 catalyst types from USPTO. (1) Reactant: [CH3:1][NH:2][C:3](=[O:22])[C:4]1[CH:9]=[C:8]([O:10][C:11]2[CH:12]=[CH:13][C:14]3[S:18][C:17]([S:19][CH3:20])=[N:16][C:15]=3[CH:21]=2)[CH:7]=[CH:6][N:5]=1.C1C=C(Cl)C=C(C(OO)=[O:31])C=1. Product: [CH3:1][NH:2][C:3](=[O:22])[C:4]1[CH:9]=[C:8]([O:10][C:11]2[CH:12]=[CH:13][C:14]3[S:18][C:17]([S:19]([CH3:20])=[O:31])=[N:16][C:15]=3[CH:21]=2)[CH:7]=[CH:6][N:5]=1. The catalyst class is: 2. (2) Reactant: [Br:1][C:2]1[CH:7]=[CH:6][C:5]([C:8]([CH:18]2[CH2:22][CH2:21][O:20][CH2:19]2)=[N:9][NH:10]C(OC(C)(C)C)=O)=[C:4](F)[CH:3]=1.N12CCCN=C1CCCCC2. Product: [Br:1][C:2]1[CH:7]=[C:6]2[C:5]([C:8]([CH:18]3[CH2:22][CH2:21][O:20][CH2:19]3)=[N:9][NH:10]2)=[CH:4][CH:3]=1. The catalyst class is: 7. (3) Reactant: BrC1[CH:3]=[C:4]([CH:8]=[C:9]([F:11])[CH:10]=1)[C:5]([OH:7])=[O:6].[C:12]1(C)C=CC=CC=1.[Si]([CH:23]=[N+:24]=[N-])(C)(C)C. Product: [NH2:24][C:23]1[CH:3]=[C:4]([CH:8]=[C:9]([F:11])[CH:10]=1)[C:5]([O:7][CH3:12])=[O:6]. The catalyst class is: 5. (4) Reactant: Cl[CH2:2][C:3]([N:5]1[CH2:9][CH2:8][CH2:7][CH2:6]1)=[O:4]. Product: [CH:3](=[O:4])[CH3:2].[N:5]1([C:3](=[O:4])[CH3:2])[CH2:9][CH2:8][CH2:7][CH2:6]1. The catalyst class is: 8.